Dataset: Forward reaction prediction with 1.9M reactions from USPTO patents (1976-2016). Task: Predict the product of the given reaction. (1) Given the reactants Br[C:2]1[CH:3]=[CH:4][C:5]2[NH:11][C:10](=[O:12])[CH2:9][CH2:8][CH2:7][C:6]=2[CH:13]=1.[F:14][C:15]([F:26])([F:25])[C:16]1[CH:21]=[CH:20][C:19](B(O)O)=[CH:18][CH:17]=1.C(=O)([O-])[O-].[K+].[K+], predict the reaction product. The product is: [F:14][C:15]([F:26])([F:25])[C:16]1[CH:21]=[CH:20][C:19]([C:2]2[CH:3]=[CH:4][C:5]3[NH:11][C:10](=[O:12])[CH2:9][CH2:8][CH2:7][C:6]=3[CH:13]=2)=[CH:18][CH:17]=1. (2) Given the reactants [F:1][C:2]1[CH:42]=[N:41][C:5]2[N:6]([C:26]3[CH:27]=[C:28]([C:32]4[CH:37]=[CH:36][C:35]([OH:38])=[CH:34][C:33]=4[CH:39]=O)[CH:29]=[CH:30][CH:31]=3)[C:7](=[O:25])[N:8]([C@@H:11]3[CH2:16][CH2:15][C@H:14]([NH:17][C:18](=[O:24])[O:19][C:20]([CH3:23])([CH3:22])[CH3:21])[CH2:13][CH2:12]3)[C:9](=[O:10])[C:4]=2[CH:3]=1.[NH:43]1[CH2:49][CH2:48][C:47](=[O:50])[NH:46][CH2:45][CH2:44]1.C(O)(=O)C.[Na], predict the reaction product. The product is: [F:1][C:2]1[CH:42]=[N:41][C:5]2[N:6]([C:26]3[CH:27]=[C:28]([C:32]4[CH:37]=[CH:36][C:35]([OH:38])=[CH:34][C:33]=4[CH2:39][N:43]4[CH2:49][CH2:48][C:47](=[O:50])[NH:46][CH2:45][CH2:44]4)[CH:29]=[CH:30][CH:31]=3)[C:7](=[O:25])[N:8]([C@@H:11]3[CH2:16][CH2:15][C@H:14]([NH:17][C:18](=[O:24])[O:19][C:20]([CH3:23])([CH3:22])[CH3:21])[CH2:13][CH2:12]3)[C:9](=[O:10])[C:4]=2[CH:3]=1. (3) Given the reactants [OH:1][C@@H:2]1[CH2:6][CH2:5][CH2:4][C@H:3]1[O:7][C:8]([NH:10][CH2:11][C:12]1([CH2:18][C:19]([OH:21])=[O:20])[CH2:17][CH2:16][CH2:15][CH2:14][CH2:13]1)=[O:9].C1(N=C=NC2CCCCC2)CCCCC1.[CH2:37](O)[C:38]1[CH:43]=[CH:42][CH:41]=[CH:40][CH:39]=1, predict the reaction product. The product is: [OH:1][C@@H:2]1[CH2:6][CH2:5][CH2:4][C@H:3]1[O:7][C:8]([NH:10][CH2:11][C:12]1([CH2:18][C:19]([O:21][CH2:37][C:38]2[CH:43]=[CH:42][CH:41]=[CH:40][CH:39]=2)=[O:20])[CH2:17][CH2:16][CH2:15][CH2:14][CH2:13]1)=[O:9]. (4) Given the reactants [F:1][C:2]([F:7])([F:6])[C:3]([NH2:5])=O.Cl.N[C:10]1[NH:14][CH:13]=[N:12][C:11]=1[C:15]([NH2:17])=[O:16], predict the reaction product. The product is: [F:1][C:2]([F:7])([F:6])[C:3]1[NH:17][C:15](=[O:16])[C:11]2[N:12]=[CH:13][NH:14][C:10]=2[N:5]=1. (5) The product is: [CH2:45]([OH:46])[C@@H:43]([OH:44])[C@@H:41]([OH:42])[C@H:39]([OH:40])[C:37]([C:36]([OH:47])=[O:35])=[O:38].[O:46]=[CH:45][C@@H:43]([C@H:41]([C@@H:39]([C@@H:37]([C:36]([OH:47])=[O:35])[OH:38])[OH:40])[OH:42])[OH:44]. Given the reactants C1C(=NC2C=C(Cl)C(O)=C(Cl)C=2)C=CC(=O)C=1.[NH+]1NN=NC=1.O=C[C@@H]([C@H]([C@@H]([C@@H](CO)O)O)O)O.[O:35]=[C:36]([OH:47])[C@@H:37]([C@H:39]([C@@H:41]([C@@H:43]([CH2:45][OH:46])[OH:44])[OH:42])[OH:40])[OH:38], predict the reaction product. (6) Given the reactants [Cl:1][CH2:2][C@H:3]1[C:11]2[C:6](=[CH:7][C:8]([OH:16])=[C:9]3[S:14][CH:13]=[C:12]([CH3:15])[C:10]3=2)[N:5]([C:17]([O:19][C:20]([CH3:23])([CH3:22])[CH3:21])=[O:18])[CH2:4]1.C(Cl)(Cl)(Cl)Cl.CCN(C(C)C)C(C)C.[CH2:38]([O:45][P:46]([O-:55])[O:47][CH2:48][C:49]1[CH:54]=[CH:53][CH:52]=[CH:51][CH:50]=1)[C:39]1[CH:44]=[CH:43][CH:42]=[CH:41][CH:40]=1, predict the reaction product. The product is: [CH2:38]([O:45][P:46]([O:16][C:8]1[CH:7]=[C:6]2[C:11]([C@H:3]([CH2:2][Cl:1])[CH2:4][N:5]2[C:17]([O:19][C:20]([CH3:23])([CH3:22])[CH3:21])=[O:18])=[C:10]2[C:12]([CH3:15])=[CH:13][S:14][C:9]=12)([O:47][CH2:48][C:49]1[CH:54]=[CH:53][CH:52]=[CH:51][CH:50]=1)=[O:55])[C:39]1[CH:40]=[CH:41][CH:42]=[CH:43][CH:44]=1.